Dataset: Peptide-MHC class I binding affinity with 185,985 pairs from IEDB/IMGT. Task: Regression. Given a peptide amino acid sequence and an MHC pseudo amino acid sequence, predict their binding affinity value. This is MHC class I binding data. The peptide sequence is KSFSAGMFH. The MHC is HLA-A80:01 with pseudo-sequence HLA-A80:01. The binding affinity (normalized) is 0.0847.